Dataset: Full USPTO retrosynthesis dataset with 1.9M reactions from patents (1976-2016). Task: Predict the reactants needed to synthesize the given product. (1) The reactants are: [F:1][C:2]1[CH:10]=[CH:9][C:8]([N+:11]([O-:13])=[O:12])=[CH:7][C:3]=1[C:4]([OH:6])=O.[NH:14]1[CH2:19][CH2:18][O:17][CH2:16][CH2:15]1.CN(C(ON1N=NC2C=CC=CC1=2)=[N+](C)C)C.[B-](F)(F)(F)F.CCN(C(C)C)C(C)C. Given the product [F:1][C:2]1[CH:10]=[CH:9][C:8]([N+:11]([O-:13])=[O:12])=[CH:7][C:3]=1[C:4]([N:14]1[CH2:19][CH2:18][O:17][CH2:16][CH2:15]1)=[O:6], predict the reactants needed to synthesize it. (2) Given the product [CH2:32]([N:34]([CH2:2][C:3]1[CH:31]=[CH:30][C:6]2[C:7](=[O:29])[N:8]([C:10]([C:23]3[CH:28]=[CH:27][CH:26]=[CH:25][CH:24]=3)([C:17]3[CH:22]=[CH:21][CH:20]=[CH:19][CH:18]=3)[C:11]3[CH:16]=[CH:15][CH:14]=[CH:13][CH:12]=3)[O:9][C:5]=2[CH:4]=1)[CH2:35][CH3:36])[CH3:33], predict the reactants needed to synthesize it. The reactants are: Br[CH2:2][C:3]1[CH:31]=[CH:30][C:6]2[C:7](=[O:29])[N:8]([C:10]([C:23]3[CH:28]=[CH:27][CH:26]=[CH:25][CH:24]=3)([C:17]3[CH:22]=[CH:21][CH:20]=[CH:19][CH:18]=3)[C:11]3[CH:16]=[CH:15][CH:14]=[CH:13][CH:12]=3)[O:9][C:5]=2[CH:4]=1.[CH2:32]([NH:34][CH2:35][CH3:36])[CH3:33].CN(C)C=O.C(OCC)(=O)C. (3) The reactants are: Cl.[NH:2]1[CH2:7][CH2:6][CH2:5][C@@H:4]([C:8]([N:10]2[CH2:14][CH2:13][CH2:12][CH2:11]2)=[O:9])[CH2:3]1.C(N(CC)CC)C.Cl[C:23]1[N:28]=[C:27]([NH2:29])[C:26]([N+:30]([O-:32])=[O:31])=[CH:25][CH:24]=1. Given the product [NH2:29][C:27]1[N:28]=[C:23]([N:2]2[CH2:7][CH2:6][CH2:5][C@@H:4]([C:8]([N:10]3[CH2:11][CH2:12][CH2:13][CH2:14]3)=[O:9])[CH2:3]2)[CH:24]=[CH:25][C:26]=1[N+:30]([O-:32])=[O:31], predict the reactants needed to synthesize it. (4) Given the product [C:1]1([NH:7][C:8]([C:10]2[NH:11][C:12]3[C:17]([C:18]=2[C:19]2[CH:20]=[CH:21][CH:22]=[CH:23][CH:24]=2)=[CH:16][C:15]([NH:25][S:34]([C:31]2[CH:30]=[CH:29][C:28]([C:26]#[N:27])=[CH:33][CH:32]=2)(=[O:36])=[O:35])=[CH:14][CH:13]=3)=[O:9])[CH:6]=[CH:5][CH:4]=[CH:3][CH:2]=1, predict the reactants needed to synthesize it. The reactants are: [C:1]1([NH:7][C:8]([C:10]2[NH:11][C:12]3[C:17]([C:18]=2[C:19]2[CH:24]=[CH:23][CH:22]=[CH:21][CH:20]=2)=[CH:16][C:15]([NH2:25])=[CH:14][CH:13]=3)=[O:9])[CH:6]=[CH:5][CH:4]=[CH:3][CH:2]=1.[C:26]([C:28]1[CH:33]=[CH:32][C:31]([S:34](Cl)(=[O:36])=[O:35])=[CH:30][CH:29]=1)#[N:27]. (5) The reactants are: [Br:1][C:2]1[CH:10]=[CH:9][C:8]([Cl:11])=[CH:7][C:3]=1[C:4](O)=[O:5].Cl. Given the product [Br:1][C:2]1[CH:10]=[CH:9][C:8]([Cl:11])=[CH:7][C:3]=1[CH2:4][OH:5], predict the reactants needed to synthesize it. (6) Given the product [NH2:1][C:2]1[N:7]=[N:6][C:5]([CH2:8][CH2:9][CH2:10][CH2:11][N:12]2[CH:16]=[C:15]([C:17]([NH:25][CH3:24])=[O:19])[N:14]=[N:13]2)=[CH:4][CH:3]=1, predict the reactants needed to synthesize it. The reactants are: [NH2:1][C:2]1[N:7]=[N:6][C:5]([CH2:8][CH2:9][CH2:10][CH2:11][N:12]2[CH:16]=[C:15]([C:17]([OH:19])=O)[N:14]=[N:13]2)=[CH:4][CH:3]=1.Cl.CN.C[CH2:24][N:25](C(C)C)C(C)C.CN(C(ON1N=NC2C=CC=NC1=2)=[N+](C)C)C.F[P-](F)(F)(F)(F)F. (7) Given the product [CH3:11][C:10]([Si:7]([CH3:9])([CH3:8])[O:25][CH2:24][C:20]1[CH:21]=[CH:22][CH:23]=[C:18]([O:17][CH2:16][O:15][CH3:14])[CH:19]=1)([CH3:13])[CH3:12], predict the reactants needed to synthesize it. The reactants are: N1C=CN=C1.Cl[Si:7]([C:10]([CH3:13])([CH3:12])[CH3:11])([CH3:9])[CH3:8].[CH3:14][O:15][CH2:16][O:17][C:18]1[CH:19]=[C:20]([CH2:24][OH:25])[CH:21]=[CH:22][CH:23]=1. (8) The reactants are: Br[C:2]1[NH:3][C:4]2[C:9]([N:10]=1)=[C:8]([N:11]1[CH2:16][CH2:15][O:14][CH2:13][C@H:12]1[CH3:17])[N:7]=[C:6]([N:18]1[CH2:23][CH2:22][O:21][CH2:20][C@H:19]1[CH3:24])[N:5]=2.O.[NH:26]1[CH:30]=[CH:29][N:28]=[C:27]1[C:31]1[CH:36]=[CH:35][C:34](B(O)O)=[CH:33][CH:32]=1.[F-].[Cs+]. Given the product [NH:26]1[CH:30]=[CH:29][N:28]=[C:27]1[C:31]1[CH:36]=[CH:35][C:34]([C:2]2[NH:3][C:4]3[C:9]([N:10]=2)=[C:8]([N:11]2[CH2:16][CH2:15][O:14][CH2:13][C@H:12]2[CH3:17])[N:7]=[C:6]([N:18]2[CH2:23][CH2:22][O:21][CH2:20][C@H:19]2[CH3:24])[N:5]=3)=[CH:33][CH:32]=1, predict the reactants needed to synthesize it. (9) Given the product [C:1]([C:3]1[CH:4]=[C:5]([C:13]2[O:17][C:16]([C:18]3[C:19]([CH2:32][CH3:33])=[C:20]([CH2:24][CH2:25][CH2:26][C:27]([OH:29])=[O:28])[CH:21]=[CH:22][CH:23]=3)=[N:15][N:14]=2)[CH:6]=[CH:7][C:8]=1[O:9][CH:10]([CH3:12])[CH3:11])#[N:2], predict the reactants needed to synthesize it. The reactants are: [C:1]([C:3]1[CH:4]=[C:5]([C:13]2[O:17][C:16]([C:18]3[C:19]([CH2:32][CH3:33])=[C:20]([CH2:24][CH2:25][CH2:26][C:27]([O:29]CC)=[O:28])[CH:21]=[CH:22][CH:23]=3)=[N:15][N:14]=2)[CH:6]=[CH:7][C:8]=1[O:9][CH:10]([CH3:12])[CH3:11])#[N:2].[OH-].[Na+].Cl. (10) Given the product [Cl:1][C:2]1[CH:3]=[CH:4][C:5]([C:8]2[N:9]([CH2:23][C@H:24]([OH:29])[C:25]([F:26])([F:28])[F:27])[C:10](=[O:22])[N:11]([CH2:13][C:14]3[N:18]=[C:17]([CH:19]([OH:21])[CH3:20])[N:16]([C:33]4[CH:32]=[C:31]([Cl:30])[CH:36]=[C:35]([Cl:37])[CH:34]=4)[N:15]=3)[N:12]=2)=[CH:6][CH:7]=1, predict the reactants needed to synthesize it. The reactants are: [Cl:1][C:2]1[CH:7]=[CH:6][C:5]([C:8]2[N:9]([CH2:23][C@H:24]([OH:29])[C:25]([F:28])([F:27])[F:26])[C:10](=[O:22])[N:11]([CH2:13][C:14]3[N:18]=[C:17]([CH:19]([OH:21])[CH3:20])[NH:16][N:15]=3)[N:12]=2)=[CH:4][CH:3]=1.[Cl:30][C:31]1[CH:32]=[C:33](B(O)O)[CH:34]=[C:35]([Cl:37])[CH:36]=1.